Dataset: Peptide-MHC class II binding affinity with 134,281 pairs from IEDB. Task: Regression. Given a peptide amino acid sequence and an MHC pseudo amino acid sequence, predict their binding affinity value. This is MHC class II binding data. (1) The peptide sequence is YDKKLANVSTVLTGK. The MHC is DRB1_0101 with pseudo-sequence DRB1_0101. The binding affinity (normalized) is 0.765. (2) The MHC is HLA-DPA10201-DPB11401 with pseudo-sequence HLA-DPA10201-DPB11401. The binding affinity (normalized) is 0.797. The peptide sequence is DAAFKIAATAANAAP.